This data is from Full USPTO retrosynthesis dataset with 1.9M reactions from patents (1976-2016). The task is: Predict the reactants needed to synthesize the given product. (1) Given the product [CH3:1][O:2][C:3]1[CH:4]=[CH:5][C:6]2[O:10][CH:9]=[C:8]([CH2:20][C:21]([CH3:22])=[O:23])[C:7]=2[CH:12]=1, predict the reactants needed to synthesize it. The reactants are: [CH3:1][O:2][C:3]1[CH:4]=[CH:5][C:6]2[O:10][CH2:9][C:8](=O)[C:7]=2[CH:12]=1.C1(P(C2C=CC=CC=2)(C2C=CC=CC=2)=[CH:20][C:21](=[O:23])[CH3:22])C=CC=CC=1. (2) Given the product [Cl:20][C:17]1[CH:16]=[CH:15][C:14]([C:13]([C:9]2[CH:8]=[C:7]3[C:12](=[CH:11][CH:10]=2)[NH:4][C:1](=[O:3])[CH:2]=[C:6]3[C:5]([OH:23])=[O:27])=[O:21])=[CH:19][CH:18]=1, predict the reactants needed to synthesize it. The reactants are: [C:1]([N:4]1[C:12]2[C:7](=[CH:8][C:9]([C:13](=[O:21])[C:14]3[CH:19]=[CH:18][C:17]([Cl:20])=[CH:16][CH:15]=3)=[CH:10][CH:11]=2)[C:6](=O)[C:5]1=[O:23])(=[O:3])[CH3:2].C(O)(=O)CC(O)=[O:27].O. (3) Given the product [CH2:1]([O:8][C:9]([NH:11]/[C:12](=[CH:17]\[C:26]1[NH:25][CH:24]=[CH:29][N:27]=1)/[C:13]([O:15][CH3:16])=[O:14])=[O:10])[C:2]1[CH:3]=[CH:4][CH:5]=[CH:6][CH:7]=1, predict the reactants needed to synthesize it. The reactants are: [CH2:1]([O:8][C:9]([NH:11][CH:12]([CH2:17]P(OC)(OC)=O)[C:13]([O:15][CH3:16])=[O:14])=[O:10])[C:2]1[CH:7]=[CH:6][CH:5]=[CH:4][CH:3]=1.[CH3:24][N:25](C)[C:26](=N)[N:27]([CH3:29])C.N1C=CN=C1C=O. (4) Given the product [ClH:37].[CH:12]1[C:8]2[CH:9]=[CH:10][C:11]3[CH:1]=[CH:2][CH:3]=[CH:4][C:5]=3[C:6](=[C:16]3[CH2:17][CH2:18][N:19]([C:22](=[O:36])[CH2:23][NH:24][CH2:32][CH:33]([CH3:34])[CH3:35])[CH2:20][CH2:21]3)[C:7]=2[CH:15]=[CH:14][CH:13]=1, predict the reactants needed to synthesize it. The reactants are: [CH:1]1[C:11]2[CH:10]=[CH:9][C:8]3[CH:12]=[CH:13][CH:14]=[CH:15][C:7]=3[C:6](=[C:16]3[CH2:21][CH2:20][N:19]([C:22](=[O:36])[CH2:23][N:24]([CH2:32][CH:33]([CH3:35])[CH3:34])C(=O)OC(C)(C)C)[CH2:18][CH2:17]3)[C:5]=2[CH:4]=[CH:3][CH:2]=1.[ClH:37].O1CCOCC1.C(=O)([O-])O.[Na+]. (5) Given the product [Cl:2][CH2:3][CH2:4][C:5]1[C:10](=[O:11])[N:9]2[CH2:12][CH2:13][CH2:14][CH:15]([OH:16])[C:8]2=[N:7][C:6]=1[CH3:17], predict the reactants needed to synthesize it. The reactants are: Cl.[Cl:2][CH2:3][CH2:4][C:5]1[C:10](=[O:11])[N:9]2[CH:12]=[CH:13][CH:14]=[C:15]([OH:16])[C:8]2=[N:7][C:6]=1[CH3:17].CO.S1C=CC=C1.C([O-])(=O)C.[K+]. (6) Given the product [F:1][C:2]([F:15])([F:14])[S:3]([O:6][C:23]1[CH:32]=[C:31]2[C:26]([C:27](=[O:34])[C:28]([CH3:33])=[CH:29][O:30]2)=[CH:25][CH:24]=1)(=[O:5])=[O:4], predict the reactants needed to synthesize it. The reactants are: [F:1][C:2]([F:15])([F:14])[S:3]([O:6]S(C(F)(F)F)(=O)=O)(=[O:5])=[O:4].N1C=CC=CC=1.O[C:23]1[CH:32]=[C:31]2[C:26]([C:27](=[O:34])[C:28]([CH3:33])=[CH:29][O:30]2)=[CH:25][CH:24]=1. (7) The reactants are: [Cl:1][CH2:2][C:3](Cl)=[O:4].[N:6]1([C:12]2[N:17]=[CH:16][CH:15]=[CH:14][N:13]=2)[CH2:11][CH2:10][NH:9][CH2:8][CH2:7]1.C(N(CC)CC)C.O. Given the product [Cl:1][CH2:2][C:3]([N:9]1[CH2:10][CH2:11][N:6]([C:12]2[N:13]=[CH:14][CH:15]=[CH:16][N:17]=2)[CH2:7][CH2:8]1)=[O:4], predict the reactants needed to synthesize it. (8) Given the product [F:18][C:19]1[CH:20]=[CH:21][C:22]([N:25]2[C:33]3[CH2:32][CH2:31][CH2:30][N:29]([C:13](=[O:15])[CH2:12][C:5]4[N:6]5[CH:11]=[CH:10][CH:9]=[CH:8][C:7]5=[C:3]([C:2]([F:1])([F:17])[F:16])[N:4]=4)[C:28]=3[CH:27]=[N:26]2)=[CH:23][CH:24]=1, predict the reactants needed to synthesize it. The reactants are: [F:1][C:2]([F:17])([F:16])[C:3]1[N:4]=[C:5]([CH2:12][C:13]([OH:15])=O)[N:6]2[CH:11]=[CH:10][CH:9]=[CH:8][C:7]=12.[F:18][C:19]1[CH:24]=[CH:23][C:22]([N:25]2[C:33]3[CH2:32][CH2:31][CH2:30][NH:29][C:28]=3[CH:27]=[N:26]2)=[CH:21][CH:20]=1. (9) Given the product [NH2:26][C:24]1[N:23]([CH3:22])[C:10](=[O:11])[C:9]2([N:25]=1)[C:19]1[CH:20]=[C:2]([Br:1])[CH:3]=[CH:4][C:5]=1[O:6][C:7]1[C:8]2=[CH:13][C:14]([O:17][CH3:18])=[CH:15][CH:16]=1, predict the reactants needed to synthesize it. The reactants are: [Br:1][C:2]1[CH:20]=[CH:19][C:5]2[O:6][C:7]3[CH:16]=[CH:15][C:14]([O:17][CH3:18])=[CH:13][C:8]=3[C:9](=O)[C:10](=[O:11])[C:4]=2[CH:3]=1.Cl.[CH3:22][NH:23][C:24]([NH2:26])=[NH:25].C(=O)([O-])[O-].[Na+].[Na+]. (10) Given the product [CH:1]1([O:6][C:7]2[CH:8]=[C:9]([C:10]3[C:35]([CH3:36])=[N:42][N:41]([CH3:40])[C:26](=[O:27])[CH:25]=3)[CH:12]=[CH:13][C:14]=2[O:15][CH3:16])[CH2:5][CH2:4][CH2:3][CH2:2]1, predict the reactants needed to synthesize it. The reactants are: [CH:1]1([O:6][C:7]2[CH:8]=[C:9]([CH:12]=[CH:13][C:14]=2[O:15][CH3:16])[CH:10]=O)[CH2:5][CH2:4][CH2:3][CH2:2]1.COC1C=C(C=[CH:25][C:26]=1[O:27]C)C=O.CC(S[CH:35](S(C)=O)[CH3:36])S(C)=O.[CH3:40][NH:41][NH2:42].O.NN.